This data is from NCI-60 drug combinations with 297,098 pairs across 59 cell lines. The task is: Regression. Given two drug SMILES strings and cell line genomic features, predict the synergy score measuring deviation from expected non-interaction effect. (1) Drug 1: CN1CCC(CC1)COC2=C(C=C3C(=C2)N=CN=C3NC4=C(C=C(C=C4)Br)F)OC. Drug 2: C1=CC(=CC=C1CC(C(=O)O)N)N(CCCl)CCCl.Cl. Cell line: HS 578T. Synergy scores: CSS=12.1, Synergy_ZIP=1.61, Synergy_Bliss=3.53, Synergy_Loewe=-4.32, Synergy_HSA=-2.98. (2) Drug 1: CCCCCOC(=O)NC1=NC(=O)N(C=C1F)C2C(C(C(O2)C)O)O. Drug 2: CC1CCC2CC(C(=CC=CC=CC(CC(C(=O)C(C(C(=CC(C(=O)CC(OC(=O)C3CCCCN3C(=O)C(=O)C1(O2)O)C(C)CC4CCC(C(C4)OC)OCCO)C)C)O)OC)C)C)C)OC. Cell line: SNB-19. Synergy scores: CSS=4.91, Synergy_ZIP=0.273, Synergy_Bliss=4.76, Synergy_Loewe=0.515, Synergy_HSA=3.63. (3) Drug 1: CCCS(=O)(=O)NC1=C(C(=C(C=C1)F)C(=O)C2=CNC3=C2C=C(C=N3)C4=CC=C(C=C4)Cl)F. Drug 2: CCCCC(=O)OCC(=O)C1(CC(C2=C(C1)C(=C3C(=C2O)C(=O)C4=C(C3=O)C=CC=C4OC)O)OC5CC(C(C(O5)C)O)NC(=O)C(F)(F)F)O. Cell line: HOP-62. Synergy scores: CSS=8.93, Synergy_ZIP=-0.709, Synergy_Bliss=7.08, Synergy_Loewe=5.74, Synergy_HSA=5.74. (4) Drug 1: CC1C(C(CC(O1)OC2CC(CC3=C2C(=C4C(=C3O)C(=O)C5=C(C4=O)C(=CC=C5)OC)O)(C(=O)C)O)N)O.Cl. Drug 2: C1=NC2=C(N=C(N=C2N1C3C(C(C(O3)CO)O)O)F)N. Cell line: MOLT-4. Synergy scores: CSS=33.3, Synergy_ZIP=-2.71, Synergy_Bliss=-7.66, Synergy_Loewe=-12.2, Synergy_HSA=-6.54. (5) Drug 1: CC(C)(C#N)C1=CC(=CC(=C1)CN2C=NC=N2)C(C)(C)C#N. Drug 2: C1=NNC2=C1C(=O)NC=N2. Cell line: SF-539. Synergy scores: CSS=1.25, Synergy_ZIP=-2.04, Synergy_Bliss=-3.20, Synergy_Loewe=-0.166, Synergy_HSA=-2.45.